This data is from Peptide-MHC class II binding affinity with 134,281 pairs from IEDB. The task is: Regression. Given a peptide amino acid sequence and an MHC pseudo amino acid sequence, predict their binding affinity value. This is MHC class II binding data. (1) The peptide sequence is YEDAKSPLTASKLTY. The MHC is DRB1_0401 with pseudo-sequence DRB1_0401. The binding affinity (normalized) is 0.469. (2) The peptide sequence is LHFSEALRIIAGTPE. The MHC is HLA-DQA10101-DQB10501 with pseudo-sequence HLA-DQA10101-DQB10501. The binding affinity (normalized) is 0.222. (3) The MHC is DRB3_0101 with pseudo-sequence DRB3_0101. The binding affinity (normalized) is 0.0701. The peptide sequence is QGEPGRVIRGKKGAG. (4) The peptide sequence is AFTLDGDNLFPKV. The MHC is DRB3_0101 with pseudo-sequence DRB3_0101. The binding affinity (normalized) is 0.829. (5) The binding affinity (normalized) is 0.363. The peptide sequence is VDCMSGSEVLIQRMA. The MHC is DRB1_0101 with pseudo-sequence DRB1_0101. (6) The peptide sequence is VIPEGWKADTAYESK. The MHC is DRB1_1101 with pseudo-sequence DRB1_1101. The binding affinity (normalized) is 0.204. (7) The peptide sequence is PASWKNNRIWLQFAK. The MHC is DRB1_1501 with pseudo-sequence DRB1_1501. The binding affinity (normalized) is 0.573.